Dataset: Forward reaction prediction with 1.9M reactions from USPTO patents (1976-2016). Task: Predict the product of the given reaction. (1) Given the reactants [O:1]=[S:2]1(=[O:25])[CH2:6][CH2:5][CH2:4][N:3]1[C:7]1[CH:8]=[C:9]([C:13]2[N:21]3[C:16]([CH:17]=[N:18][C:19](S(C)=O)=[N:20]3)=[CH:15][CH:14]=2)[CH:10]=[CH:11][CH:12]=1.[CH3:26][N:27]1[CH2:32][CH2:31][N:30]([C:33]2[CH:34]=[C:35]([CH:37]=[CH:38][CH:39]=2)[NH2:36])[CH2:29][CH2:28]1, predict the reaction product. The product is: [O:1]=[S:2]1(=[O:25])[CH2:6][CH2:5][CH2:4][N:3]1[C:7]1[CH:8]=[C:9]([C:13]2[N:21]3[C:16]([CH:17]=[N:18][C:19]([NH:36][C:35]4[CH:37]=[CH:38][CH:39]=[C:33]([N:30]5[CH2:29][CH2:28][N:27]([CH3:26])[CH2:32][CH2:31]5)[CH:34]=4)=[N:20]3)=[CH:15][CH:14]=2)[CH:10]=[CH:11][CH:12]=1. (2) Given the reactants CC1N(C(C2C=CC(Cl)=CC=2)=O)[C:9]2[CH:8]=[CH:7][C:6](OC)=[CH:5][C:4]=2[C:3]=1[CH2:22][C:23]([OH:25])=[O:24].C[C@@:27]12[C@@:35](O)([C:36](CO)=O)[CH2:34][CH2:33][C@H:32]1[C@@H:31]1[CH2:41]CC3[C@@](C)([C@H:30]1[C@@H:29](O)[CH2:28]2)C=CC(=O)C=3, predict the reaction product. The product is: [C:23]([OH:25])(=[O:24])[CH2:22][CH2:3][CH2:4]/[CH:5]=[CH:6]\[CH2:7]/[CH:8]=[CH:9]\[CH2:41]/[CH:31]=[CH:30]\[CH2:29]/[CH:28]=[CH:27]\[CH2:32][CH2:33][CH2:34][CH2:35][CH3:36]. (3) Given the reactants [C:1]([CH2:3]P(=O)(OCC)OCC)#[N:2].CC(C)([O-])C.[K+].[CH3:18][C:19]1[CH:20]=[C:21]([CH:24]=[CH:25][C:26]=1[CH3:27])[CH:22]=O.C(#N)C=C, predict the reaction product. The product is: [CH3:18][C:19]1[CH:20]=[C:21]([CH:22]=[CH:3][C:1]#[N:2])[CH:24]=[CH:25][C:26]=1[CH3:27]. (4) Given the reactants [CH3:1][S:2][C:3]1[CH:8]=[C:7]([N:9]2[CH2:13][CH2:12][CH2:11][CH2:10]2)[CH:6]=[CH:5][C:4]=1[C:14](=[S:16])[NH2:15].[CH:17]12[O:23][CH:22]1[CH2:21][CH2:20][CH2:19][C:18]2=O, predict the reaction product. The product is: [CH3:1][S:2][C:3]1[CH:8]=[C:7]([N:9]2[CH2:10][CH2:11][CH2:12][CH2:13]2)[CH:6]=[CH:5][C:4]=1[C:14]1[S:16][C:21]2[CH:22]([OH:23])[CH2:17][CH2:18][CH2:19][C:20]=2[N:15]=1. (5) Given the reactants [CH3:1][C:2]1[CH:3]=[C:4]([OH:9])[CH:5]=[C:6]([CH3:8])[CH:7]=1.[CH3:10][C:11]([CH3:17])=[CH:12][C:13](OC)=[O:14].CS(O)(=O)=O, predict the reaction product. The product is: [CH3:10][C:11]1([CH3:17])[C:5]2[C:4](=[CH:3][C:2]([CH3:1])=[CH:7][C:6]=2[CH3:8])[O:9][C:13](=[O:14])[CH2:12]1. (6) Given the reactants Br[C:2]1[CH:11]=[CH:10][C:9]2[C:4](=[CH:5][CH:6]=[CH:7][CH:8]=2)[N:3]=1.N#N.[C:14]([C:16]1[CH:21]=[CH:20][C:19]([C:22]2[C:26]([C:27]3[CH:32]=[CH:31][N:30]=[CH:29][CH:28]=3)=[CH:25][N:24]([CH3:33])[N:23]=2)=[CH:18][CH:17]=1)#[CH:15], predict the reaction product. The product is: [CH3:33][N:24]1[CH:25]=[C:26]([C:27]2[CH:28]=[CH:29][N:30]=[CH:31][CH:32]=2)[C:22]([C:19]2[CH:20]=[CH:21][C:16]([C:14]#[C:15][C:2]3[CH:11]=[CH:10][C:9]4[C:4](=[CH:5][CH:6]=[CH:7][CH:8]=4)[N:3]=3)=[CH:17][CH:18]=2)=[N:23]1. (7) Given the reactants C(OC(C1[N:7](C2C=CC(OC(C)C)=CC=2)C2C(C=1)=CC(O)=CC=2)=O)C.[Cl:26][C:27]1[C:35]2[C:30](=[CH:31][CH:32]=[C:33]([O:36][C:37]3[CH:42]=[CH:41][C:40]([Cl:43])=[C:39]([O:44][C:45]([F:48])([F:47])[F:46])[CH:38]=3)[CH:34]=2)[N:29]([C:49]2[CH:54]=[CH:53][C:52]([O:55][CH:56]([CH3:58])[CH3:57])=[CH:51][CH:50]=2)[C:28]=1[C:59](O)=O, predict the reaction product. The product is: [Cl:26][C:27]1[C:35]2[C:30](=[CH:31][CH:32]=[C:33]([O:36][C:37]3[CH:42]=[CH:41][C:40]([Cl:43])=[C:39]([O:44][C:45]([F:47])([F:48])[F:46])[CH:38]=3)[CH:34]=2)[N:29]([C:49]2[CH:54]=[CH:53][C:52]([O:55][CH:56]([CH3:58])[CH3:57])=[CH:51][CH:50]=2)[C:28]=1[C:59]#[N:7]. (8) Given the reactants [CH3:1][CH:2]1[CH2:6][CH2:5][CH2:4][N:3]1[C:7]1[N:12]=[C:11]([NH:13][C:14]2[C:15]3[N:16]([CH:29]=[CH:30][N:31]=3)[N:17]=[C:18]([C:20]3[CH:21]=[C:22]([CH:26]=[CH:27][CH:28]=3)[C:23]([OH:25])=O)[CH:19]=2)[CH:10]=[CH:9][CH:8]=1.[NH2:32][CH:33]([CH3:36])[CH2:34][OH:35].CN1C=CN=C1.CCN=C=NCCCN(C)C, predict the reaction product. The product is: [OH:35][CH2:34][CH:33]([NH:32][C:23](=[O:25])[C:22]1[CH:26]=[CH:27][CH:28]=[C:20]([C:18]2[CH:19]=[C:14]([NH:13][C:11]3[CH:10]=[CH:9][CH:8]=[C:7]([N:3]4[CH2:4][CH2:5][CH2:6][CH:2]4[CH3:1])[N:12]=3)[C:15]3[N:16]([CH:29]=[CH:30][N:31]=3)[N:17]=2)[CH:21]=1)[CH3:36]. (9) Given the reactants [C:1]1([C:7]2[N:8]=[C:9]([C:16]#[N:17])[C:10]3[NH:15][CH:14]=[CH:13][C:11]=3[N:12]=2)[CH:6]=[CH:5][CH:4]=[CH:3][CH:2]=1.[OH-:18].[K+], predict the reaction product. The product is: [C:1]1([C:7]2[N:8]=[C:9]([C:16]([NH2:17])=[O:18])[C:10]3[NH:15][CH:14]=[CH:13][C:11]=3[N:12]=2)[CH:2]=[CH:3][CH:4]=[CH:5][CH:6]=1.